Task: Predict which catalyst facilitates the given reaction.. Dataset: Catalyst prediction with 721,799 reactions and 888 catalyst types from USPTO (1) Reactant: FC(F)(F)S(OC)(=O)=O.[CH:10]1([NH:13][C:14]([CH:16]2[CH2:18][CH2:17]2)=O)[CH2:12][CH2:11]1.C1(C)C=CC=CC=1.[CH3:26][C:27]([C:33]1[S:34][CH:35]=[CH:36][CH:37]=1)([CH3:32])[C:28]([NH:30][NH2:31])=O. Product: [CH:16]1([C:14]2[N:13]([CH:10]3[CH2:12][CH2:11]3)[C:28]([C:27]([CH3:32])([C:33]3[S:34][CH:35]=[CH:36][CH:37]=3)[CH3:26])=[N:30][N:31]=2)[CH2:18][CH2:17]1. The catalyst class is: 542. (2) Reactant: [C:1](OC)(=O)[CH2:2][C:3]([CH3:5])=O.[Li+].CC([N-]C(C)C)C.[CH:17]1([C:22](=[O:36])[CH2:23][CH2:24][C:25]2[C:30]([O:31][CH2:32][CH3:33])=[CH:29][N:28]=[C:27]([CH2:34][CH3:35])[CH:26]=2)[CH2:21][CH2:20][CH2:19][CH2:18]1.[OH-].[Na+].C(=O)([O-])[O-].[K+].[K+]. Product: [CH:17]1([C:22]2([CH2:23][CH2:24][C:25]3[C:30]([O:31][CH2:32][CH3:33])=[CH:29][N:28]=[C:27]([CH2:34][CH3:35])[CH:26]=3)[O:36][CH2:5][CH2:3][CH2:2][CH2:1]2)[CH2:21][CH2:20][CH2:19][CH2:18]1. The catalyst class is: 1. (3) Reactant: [OH:1][C:2]1[CH:3]=[C:4]([CH:9]=[CH:10][CH:11]=1)[C:5]([O:7][CH3:8])=[O:6].[H-].[Na+].[Cl:14][C:15]1[CH:20]=[C:19]([N+]([O-])=O)[CH:18]=[CH:17][N:16]=1.C(OCC)(=O)C. Product: [Cl:14][C:15]1[CH:20]=[C:19]([O:1][C:2]2[CH:3]=[C:4]([CH:9]=[CH:10][CH:11]=2)[C:5]([O:7][CH3:8])=[O:6])[CH:18]=[CH:17][N:16]=1. The catalyst class is: 3. (4) Reactant: [C:1]([O:5][C:6]([N:8]1[CH2:13][CH2:12][C:11](=[O:14])[CH2:10][CH2:9]1)=[O:7])([CH3:4])([CH3:3])[CH3:2].[CH2:15]([Mg]Br)[CH:16]=[CH2:17].P([O-])(O)(O)=O.[Na+]. Product: [CH2:17]([C:11]1([OH:14])[CH2:10][CH2:9][N:8]([C:6]([O:5][C:1]([CH3:4])([CH3:2])[CH3:3])=[O:7])[CH2:13][CH2:12]1)[CH:16]=[CH2:15]. The catalyst class is: 27. (5) Reactant: [CH3:1][C:2]([CH3:8])([CH2:5][O:6][CH3:7])[CH2:3][OH:4].N1C=CN=C1.C(N(CC)CC)C.[Si:21](Cl)([C:24]([CH3:27])([CH3:26])[CH3:25])([CH3:23])[CH3:22]. Product: [CH3:1][C:2]([CH3:8])([CH2:3][O:4][Si:21]([C:24]([CH3:27])([CH3:26])[CH3:25])([CH3:23])[CH3:22])[CH2:5][O:6][CH3:7]. The catalyst class is: 35. (6) Reactant: [Cl:1][C:2]1[C:7]([C:8]2[CH:13]=[CH:12][CH:11]=[CH:10][CH:9]=2)=[N:6][N:5]=[C:4]2[N:14]([CH2:23][C:24](O)=[O:25])[N:15]=[C:16]([C:17]3[CH:22]=[CH:21][CH:20]=[CH:19][CH:18]=3)[C:3]=12.[CH3:27][N:28]1[CH2:33][CH2:32][CH:31]([NH:34][CH3:35])[CH2:30][CH2:29]1.C(N(C(C)C)CC)(C)C.F[P-](F)(F)(F)(F)F.N1(OC(N(C)C)=[N+](C)C)C2N=CC=CC=2N=N1. Product: [Cl:1][C:2]1[C:7]([C:8]2[CH:9]=[CH:10][CH:11]=[CH:12][CH:13]=2)=[N:6][N:5]=[C:4]2[N:14]([CH2:23][C:24]([N:34]([CH3:35])[CH:31]3[CH2:32][CH2:33][N:28]([CH3:27])[CH2:29][CH2:30]3)=[O:25])[N:15]=[C:16]([C:17]3[CH:22]=[CH:21][CH:20]=[CH:19][CH:18]=3)[C:3]=12. The catalyst class is: 31.